This data is from Forward reaction prediction with 1.9M reactions from USPTO patents (1976-2016). The task is: Predict the product of the given reaction. (1) Given the reactants [CH:1]12[CH2:6][CH:5]1[CH2:4][N:3]([C:7]1[N:12]=[C:11]([NH:13][CH2:14][C:15]3[CH:20]=[CH:19][C:18]([O:21][CH3:22])=[C:17]([Cl:23])[CH:16]=3)[C:10]([C:24]([OH:26])=O)=[CH:9][N:8]=1)[CH2:2]2.[N:27]1[CH:32]=[CH:31][CH:30]=[CH:29][C:28]=1[CH2:33][NH2:34].C(N(CC)CC)C.CN(C(ON1N=NC2C=CC=NC1=2)=[N+](C)C)C.F[P-](F)(F)(F)(F)F, predict the reaction product. The product is: [CH:1]12[CH2:6][CH:5]1[CH2:4][N:3]([C:7]1[N:12]=[C:11]([NH:13][CH2:14][C:15]3[CH:20]=[CH:19][C:18]([O:21][CH3:22])=[C:17]([Cl:23])[CH:16]=3)[C:10]([C:24]([NH:34][CH2:33][C:28]3[CH:29]=[CH:30][CH:31]=[CH:32][N:27]=3)=[O:26])=[CH:9][N:8]=1)[CH2:2]2. (2) Given the reactants Br[C:2]1[CH:3]=[CH:4][C:5]2[O:10][CH2:9][CH2:8][N:7]([C:11]3[CH:12]=[N:13][C:14]([O:19][CH3:20])=[C:15]([CH:18]=3)[C:16]#[N:17])[C:6]=2[CH:21]=1.[C:22]([O:26][C:27]([N:29]1[CH2:33][CH2:32][C@H:31]([NH2:34])[CH2:30]1)=[O:28])([CH3:25])([CH3:24])[CH3:23].C1(P(C2CCCCC2)C2C=CC=CC=2C2C=CC=CC=2)CCCCC1.CC([O-])(C)C.[Na+], predict the reaction product. The product is: [C:22]([O:26][C:27]([N:29]1[CH2:33][CH2:32][C@H:31]([NH:34][C:2]2[CH:3]=[CH:4][C:5]3[O:10][CH2:9][CH2:8][N:7]([C:11]4[CH:12]=[N:13][C:14]([O:19][CH3:20])=[C:15]([C:16]#[N:17])[CH:18]=4)[C:6]=3[CH:21]=2)[CH2:30]1)=[O:28])([CH3:25])([CH3:23])[CH3:24].